Dataset: Forward reaction prediction with 1.9M reactions from USPTO patents (1976-2016). Task: Predict the product of the given reaction. (1) Given the reactants [NH2:1][C:2]1[CH:7]=[CH:6][C:5]([C:8]#[C:9][C:10]2[C:11]([CH3:20])=[N:12][C:13]3[N:14]([N:17]=[CH:18][N:19]=3)[C:15]=2[NH2:16])=[CH:4][CH:3]=1.[Cl:21][C:22]1[CH:23]=[C:24]([N:28]=[C:29]=[O:30])[CH:25]=[CH:26][CH:27]=1.C(N(CC)CC)C.[F:38][C:39]([F:44])([F:43])[C:40]([OH:42])=[O:41], predict the reaction product. The product is: [F:38][C:39]([F:44])([F:43])[C:40]([OH:42])=[O:41].[NH2:16][C:15]1[N:14]2[N:17]=[CH:18][N:19]=[C:13]2[N:12]=[C:11]([CH3:20])[C:10]=1[C:9]#[C:8][C:5]1[CH:6]=[CH:7][C:2]([NH:1][C:29]([NH:28][C:24]2[CH:25]=[CH:26][CH:27]=[C:22]([Cl:21])[CH:23]=2)=[O:30])=[CH:3][CH:4]=1. (2) Given the reactants [Cl:1][C:2]1[CH:3]=[C:4]([N:8]2[C:12]([C:13]3[CH:18]=[CH:17][CH:16]=[CH:15][CH:14]=3)=[CH:11][C:10]([C:19]([O:21]CC)=[O:20])=[N:9]2)[CH:5]=[CH:6][CH:7]=1.[OH-].[K+], predict the reaction product. The product is: [Cl:1][C:2]1[CH:3]=[C:4]([N:8]2[C:12]([C:13]3[CH:18]=[CH:17][CH:16]=[CH:15][CH:14]=3)=[CH:11][C:10]([C:19]([OH:21])=[O:20])=[N:9]2)[CH:5]=[CH:6][CH:7]=1. (3) Given the reactants F[C:2]1[CH:9]=[CH:8][CH:7]=[CH:6][C:3]=1[C:4]#[N:5].[CH3:10][N:11]1[CH2:17][CH2:16][CH2:15][NH:14][CH2:13][CH2:12]1, predict the reaction product. The product is: [CH3:10][N:11]1[CH2:17][CH2:16][CH2:15][N:14]([C:2]2[CH:9]=[CH:8][CH:7]=[CH:6][C:3]=2[C:4]#[N:5])[CH2:13][CH2:12]1. (4) Given the reactants Cl.[NH2:2][C:3]1[S:4][C:5]([C:8]([OH:10])=O)=[CH:6][N:7]=1.ON1C2C=CC=CC=2N=N1.CCN=C=NCCCN(C)C.[CH:32]1([CH2:38][NH2:39])[CH2:37][CH2:36][CH2:35][CH2:34][CH2:33]1.C(=O)(O)[O-].[Na+], predict the reaction product. The product is: [CH:32]1([CH2:38][NH:39][C:8]([C:5]2[S:4][C:3]([NH2:2])=[N:7][CH:6]=2)=[O:10])[CH2:37][CH2:36][CH2:35][CH2:34][CH2:33]1. (5) The product is: [C:17]([NH:25][C:26]([NH:8][C:7]1[C:6]([O:9][CH3:10])=[CH:5][N:4]=[C:3]([CH:11]2[CH2:16][CH2:15][O:14][CH2:13][CH2:12]2)[C:2]=1[I:1])=[S:27])(=[O:24])[C:18]1[CH:23]=[CH:22][CH:21]=[CH:20][CH:19]=1. Given the reactants [I:1][C:2]1[C:3]([CH:11]2[CH2:16][CH2:15][O:14][CH2:13][CH2:12]2)=[N:4][CH:5]=[C:6]([O:9][CH3:10])[C:7]=1[NH2:8].[C:17]([N:25]=[C:26]=[S:27])(=[O:24])[C:18]1[CH:23]=[CH:22][CH:21]=[CH:20][CH:19]=1, predict the reaction product.